From a dataset of Full USPTO retrosynthesis dataset with 1.9M reactions from patents (1976-2016). Predict the reactants needed to synthesize the given product. Given the product [CH3:10][O:11][C:12](=[O:23])[CH2:13][O:14][C:15]1[CH:20]=[C:19]([F:21])[CH:18]=[CH:17][C:16]=1[Br:22], predict the reactants needed to synthesize it. The reactants are: BrC1C=CC(F)=CC=1O.[CH3:10][O:11][C:12](=[O:23])[CH2:13][O:14][C:15]1[CH:20]=[C:19]([F:21])[CH:18]=[CH:17][C:16]=1[Br:22].BrCC(OC)=O.C(=O)([O-])[O-].[K+].[K+].O.